From a dataset of Catalyst prediction with 721,799 reactions and 888 catalyst types from USPTO. Predict which catalyst facilitates the given reaction. Reactant: C[O:2][C:3](=O)[CH2:4][CH2:5][C:6]([C:28]#[N:29])([C:13]1[CH:18]=[CH:17][C:16]([O:19][CH2:20][CH2:21][CH2:22][N:23]2[CH2:27][CH2:26][CH2:25][CH2:24]2)=[CH:15][CH:14]=1)[CH2:7][CH2:8][C:9]([O:11][CH3:12])=[O:10].[H-].[Na+]. Product: [CH3:12][O:11][C:9]([CH:8]1[CH2:7][C:6]([C:28]#[N:29])([C:13]2[CH:18]=[CH:17][C:16]([O:19][CH2:20][CH2:21][CH2:22][N:23]3[CH2:27][CH2:26][CH2:25][CH2:24]3)=[CH:15][CH:14]=2)[CH2:5][CH2:4][C:3]1=[O:2])=[O:10]. The catalyst class is: 57.